Task: Predict the reactants needed to synthesize the given product.. Dataset: Full USPTO retrosynthesis dataset with 1.9M reactions from patents (1976-2016) (1) Given the product [C:5]([C:4]1[CH:3]=[C:2]([CH:9]=[CH:8][CH:7]=1)[O:1][CH2:11][C:12]([NH2:14])=[O:13])#[N:6], predict the reactants needed to synthesize it. The reactants are: [OH:1][C:2]1[CH:3]=[C:4]([CH:7]=[CH:8][CH:9]=1)[C:5]#[N:6].Br[CH2:11][C:12]([NH2:14])=[O:13].C([O-])([O-])=O.[K+].[K+]. (2) Given the product [CH3:16][O:15][CH2:14][CH2:13][CH2:12][C:9]1[CH:8]=[C:7]([CH2:17][Br:20])[CH:6]=[C:5]([Br:4])[C:10]=1[CH3:11], predict the reactants needed to synthesize it. The reactants are: ClCCl.[Br:4][C:5]1[CH:6]=[C:7]([CH2:17]O)[CH:8]=[C:9]([CH2:12][CH2:13][CH2:14][O:15][CH3:16])[C:10]=1[CH3:11].C(Br)(Br)(Br)[Br:20].C1(P(C2C=CC=CC=2)C2C=CC=CC=2)C=CC=CC=1. (3) Given the product [NH:13]1[CH:14]=[C:10]([CH:8]([C:4]2[CH:5]=[CH:6][CH:7]=[C:2]([CH3:1])[N:3]=2)[CH3:9])[N:11]=[CH:12]1, predict the reactants needed to synthesize it. The reactants are: [CH3:1][C:2]1[CH:7]=[CH:6][CH:5]=[C:4]([C:8]([C:10]2[N:11]=[CH:12][N:13](C(C3C=CC=CC=3)(C3C=CC=CC=3)C3C=CC=CC=3)[CH:14]=2)=[CH2:9])[N:3]=1. (4) The reactants are: C([O-])([O-])=O.[K+].[K+].[CH2:7]([O:9][C:10](=[O:23])[C:11]1[CH:16]=[C:15](I)[C:14]([O:18][CH2:19][CH2:20][OH:21])=[C:13](Br)[CH:12]=1)[CH3:8].[Cl:24][C:25]1[CH:26]=[C:27](B(O)O)[CH:28]=[CH:29][CH:30]=1.[CH2:34]([Cl:36])Cl.B(O)O. Given the product [CH2:7]([O:9][C:10](=[O:23])[C:11]1[CH:16]=[C:15]([C:29]2[CH:28]=[CH:27][CH:26]=[C:25]([Cl:24])[CH:30]=2)[C:14]([O:18][CH2:19][CH2:20][OH:21])=[C:13]([C:12]2[CH:11]=[CH:16][CH:15]=[C:34]([Cl:36])[CH:13]=2)[CH:12]=1)[CH3:8], predict the reactants needed to synthesize it.